This data is from Peptide-MHC class I binding affinity with 185,985 pairs from IEDB/IMGT. The task is: Regression. Given a peptide amino acid sequence and an MHC pseudo amino acid sequence, predict their binding affinity value. This is MHC class I binding data. (1) The peptide sequence is EGPRNQDWL. The MHC is H-2-Db with pseudo-sequence H-2-Db. The binding affinity (normalized) is 0.434. (2) The peptide sequence is YRYLRHGKL. The MHC is HLA-A31:01 with pseudo-sequence HLA-A31:01. The binding affinity (normalized) is 0.0847. (3) The peptide sequence is QLFIKDYRY. The MHC is HLA-B15:09 with pseudo-sequence HLA-B15:09. The binding affinity (normalized) is 0.0847.